This data is from Full USPTO retrosynthesis dataset with 1.9M reactions from patents (1976-2016). The task is: Predict the reactants needed to synthesize the given product. (1) Given the product [Cl:2][C:3]1[C:4]2[C:5]3[C:6](=[C:20]([CH3:23])[O:21][N:22]=3)[C:7](=[O:19])[N:8]([CH:13]3[CH2:18][CH2:17][CH2:16][N:15]([C:24]([C:25]4[CH:34]=[CH:33][C:32]5[C:27](=[CH:28][CH:29]=[CH:30][CH:31]=5)[N:26]=4)=[O:35])[CH2:14]3)[C:9]=2[CH:10]=[CH:11][CH:12]=1, predict the reactants needed to synthesize it. The reactants are: I.[Cl:2][C:3]1[C:4]2[C:5]3[C:6](=[C:20]([CH3:23])[O:21][N:22]=3)[C:7](=[O:19])[N:8]([CH:13]3[CH2:18][CH2:17][CH2:16][NH:15][CH2:14]3)[C:9]=2[CH:10]=[CH:11][CH:12]=1.[C:24](O)(=[O:35])[C:25]1[CH:34]=[CH:33][C:32]2[C:27](=[CH:28][CH:29]=[CH:30][CH:31]=2)[N:26]=1.Cl.CN(C)CCCN=C=NCC.ON1C2N=CC=CC=2N=N1.C(N(CC)CC)C. (2) Given the product [F:6][C:7]1[CH:8]=[C:9]([C@H:13]2[CH2:22][CH2:21][CH2:20][C@@H:19]3[N:14]2[C:15](=[O:23])[CH:16]([I:32])[CH2:17][CH2:18]3)[CH:10]=[CH:11][CH:12]=1, predict the reactants needed to synthesize it. The reactants are: I[Si](C)(C)C.[F:6][C:7]1[CH:8]=[C:9]([C@H:13]2[CH2:22][CH2:21][CH2:20][C@@H:19]3[N:14]2[C:15](=[O:23])[CH2:16][CH2:17][CH2:18]3)[CH:10]=[CH:11][CH:12]=1.CN(C)CCN(C)C.[I:32]I.S([O-])([O-])(=O)=S.[Na+].[Na+]. (3) Given the product [Br:1][C:2]1[CH:7]=[CH:6][C:5]([O:8][CH2:10][C:11]2([CH3:15])[CH2:14][O:13][CH2:12]2)=[CH:4][C:3]=1[F:9], predict the reactants needed to synthesize it. The reactants are: [Br:1][C:2]1[CH:7]=[CH:6][C:5]([OH:8])=[CH:4][C:3]=1[F:9].[CH3:10][C:11]1([CH2:15]O)[CH2:14][O:13][CH2:12]1. (4) Given the product [C:15]([C:14]1[CH:13]([C:5]2[CH:6]=[CH:7][CH:8]=[C:9]3[C:4]=2[O:3][C:2]([CH3:1])=[CH:11][C:10]3=[O:12])[C:28]([C:29]([O:31][CH3:32])=[O:30])=[C:27]([CH3:33])[NH:26][C:23]=1[CH3:24])(=[O:16])[C:17]1[CH:18]=[CH:19][CH:20]=[CH:21][CH:22]=1, predict the reactants needed to synthesize it. The reactants are: [CH3:1][C:2]1[O:3][C:4]2[C:9]([C:10](=[O:12])[CH:11]=1)=[CH:8][CH:7]=[CH:6][C:5]=2[CH:13]=[C:14]([C:23](=O)[CH3:24])[C:15]([C:17]1[CH:22]=[CH:21][CH:20]=[CH:19][CH:18]=1)=[O:16].[NH2:26]/[C:27](/[CH3:33])=[CH:28]\[C:29]([O:31][CH3:32])=[O:30]. (5) Given the product [NH2:23][C:20]1[CH:21]=[CH:22][C:17]([C:16]([NH:15][C:12]2[CH:13]=[N:14][C:9]([NH:8][C:6]3[CH:5]=[C:4]([CH3:27])[N:3]=[C:2]([NH2:1])[N:7]=3)=[CH:10][CH:11]=2)=[O:26])=[CH:18][CH:19]=1, predict the reactants needed to synthesize it. The reactants are: [NH2:1][C:2]1[N:7]=[C:6]([NH:8][C:9]2[N:14]=[CH:13][C:12]([NH:15][C:16](=[O:26])[C:17]3[CH:22]=[CH:21][C:20]([N+:23]([O-])=O)=[CH:19][CH:18]=3)=[CH:11][CH:10]=2)[CH:5]=[C:4]([CH3:27])[N:3]=1. (6) Given the product [CH3:42][S:43]([OH:46])(=[O:45])=[O:44].[Cl:37][C:34]1[S:33][C:32]([C:30]([NH:29][C:20]2[CH:21]=[C:22]([C:25]([F:27])([F:28])[F:26])[CH:23]=[CH:24][C:19]=2[C:17]([NH:16][C:13]2[CH:14]=[CH:15][C:10]([N:9]3[CH2:8][CH2:7][O:6][C:38]3=[NH:39])=[CH:11][CH:12]=2)=[O:18])=[O:31])=[CH:36][CH:35]=1, predict the reactants needed to synthesize it. The reactants are: C([Si](C)(C)[O:6][CH2:7][CH2:8][N:9]([C:38]#[N:39])[C:10]1[CH:15]=[CH:14][C:13]([NH:16][C:17]([C:19]2[CH:24]=[CH:23][C:22]([C:25]([F:28])([F:27])[F:26])=[CH:21][C:20]=2[NH:29][C:30]([C:32]2[S:33][C:34]([Cl:37])=[CH:35][CH:36]=2)=[O:31])=[O:18])=[CH:12][CH:11]=1)(C)(C)C.[CH3:42][S:43]([OH:46])(=[O:45])=[O:44].